Dataset: Peptide-MHC class I binding affinity with 185,985 pairs from IEDB/IMGT. Task: Regression. Given a peptide amino acid sequence and an MHC pseudo amino acid sequence, predict their binding affinity value. This is MHC class I binding data. (1) The binding affinity (normalized) is 0.0847. The MHC is HLA-B08:01 with pseudo-sequence HLA-B08:01. The peptide sequence is EEDAAVDDL. (2) The peptide sequence is KKWIIMGLNK. The MHC is HLA-B27:05 with pseudo-sequence HLA-B27:05. The binding affinity (normalized) is 0.389.